Predict the reaction yield, written as a fraction of the theoretical maximum amount of product (1.0 means a 100% yield; for example, 0.34 means a 34% yield). From a dataset of Reaction yield outcomes from USPTO patents with 853,638 reactions. (1) The reactants are [CH3:1][C:2]([O:5][C:6]([NH:8][CH:9]([C:16]1[CH:21]=[CH:20][CH:19]=[CH:18][C:17]=1[F:22])[C:10]([CH3:15])([CH3:14])C(O)=O)=[O:7])([CH3:4])[CH3:3].C([N:25]([CH2:28]C)CC)C.C1(P(N=[N+]=[N-])(C2C=CC=CC=2)=[O:37])C=CC=CC=1. The catalyst is CN(C=O)C. The product is [F:22][C:17]1[CH:18]=[CH:19][CH:20]=[CH:21][C:16]=1[CH:9]1[N:8]([C:6]([O:5][C:2]([CH3:1])([CH3:3])[CH3:4])=[O:7])[C:28](=[O:37])[NH:25][C:10]1([CH3:14])[CH3:15]. The yield is 0.900. (2) The reactants are [NH2:1][C:2]1[N:10]=[CH:9][N:8]=[C:7]2[C:3]=1[N:4]=[CH:5][N:6]2[C@H:11]1[C@@H:15]2[O:16]C(C)(C)[O:18][C@@H:14]2[C@@H:13]([CH2:21][S:22][CH2:23][CH2:24][CH2:25][NH:26][C:27]([NH:29][C:30]2[CH:35]=[CH:34][C:33]([C:36]([CH3:39])([CH3:38])[CH3:37])=[CH:32][CH:31]=2)=[O:28])[O:12]1. The catalyst is C(O)(C(F)(F)F)=O.O. The product is [NH2:1][C:2]1[N:10]=[CH:9][N:8]=[C:7]2[C:3]=1[N:4]=[CH:5][N:6]2[C@@H:11]1[O:12][C@H:13]([CH2:21][S:22][CH2:23][CH2:24][CH2:25][NH:26][C:27]([NH:29][C:30]2[CH:31]=[CH:32][C:33]([C:36]([CH3:37])([CH3:38])[CH3:39])=[CH:34][CH:35]=2)=[O:28])[C@@H:14]([OH:18])[C@H:15]1[OH:16]. The yield is 0.550.